Dataset: Full USPTO retrosynthesis dataset with 1.9M reactions from patents (1976-2016). Task: Predict the reactants needed to synthesize the given product. (1) Given the product [CH2:6]([O:13][C:14]1[CH:15]=[C:16]([CH2:20][NH:21][CH2:22][CH2:23][O:24][C:25](=[O:30])[C:26]([CH3:27])([CH3:29])[CH3:28])[CH:17]=[CH:18][C:19]=1[CH:31]=[O:33])[C:7]1[CH:8]=[CH:9][CH:10]=[CH:11][CH:12]=1, predict the reactants needed to synthesize it. The reactants are: O=P(Cl)(Cl)Cl.[CH2:6]([O:13][C:14]1[CH:15]=[C:16]([CH2:20][NH:21][CH2:22][CH2:23][O:24][C:25](=[O:30])[C:26]([CH3:29])([CH3:28])[CH3:27])[CH:17]=[CH:18][CH:19]=1)[C:7]1[CH:12]=[CH:11][CH:10]=[CH:9][CH:8]=1.[C:31]([O-])(=[O:33])C.[Na+]. (2) Given the product [F:1][C:2]1[CH:7]=[CH:6][C:5]([CH3:8])=[CH:4][C:3]=1[NH:9][C:10]([C:12]1[CH:13]=[C:14]([CH:29]=[CH:30][CH:31]=1)[O:15][C:16]1[CH:21]=[CH:20][N:19]=[C:18]2[CH:22]=[C:23]([C:25]([OH:27])=[O:26])[S:24][C:17]=12)=[O:11], predict the reactants needed to synthesize it. The reactants are: [F:1][C:2]1[CH:7]=[CH:6][C:5]([CH3:8])=[CH:4][C:3]=1[NH:9][C:10]([C:12]1[CH:13]=[C:14]([CH:29]=[CH:30][CH:31]=1)[O:15][C:16]1[CH:21]=[CH:20][N:19]=[C:18]2[CH:22]=[C:23]([C:25]([O:27]C)=[O:26])[S:24][C:17]=12)=[O:11].[OH-].[Na+].O.Cl.